Dataset: Drug-induced liver injury (DILI) classification data. Task: Regression/Classification. Given a drug SMILES string, predict its toxicity properties. Task type varies by dataset: regression for continuous values (e.g., LD50, hERG inhibition percentage) or binary classification for toxic/non-toxic outcomes (e.g., AMES mutagenicity, cardiotoxicity, hepatotoxicity). Dataset: dili. (1) The molecule is O=C1C(CCS(=O)c2ccccc2)C(=O)N(c2ccccc2)N1c1ccccc1. The result is 0 (no liver injury). (2) The molecule is Cc1ccc(C(=CCN2CCCC2)c2ccccn2)cc1. The result is 0 (no liver injury). (3) The compound is COCCCCC(=NOCCN)c1ccc(C(F)(F)F)cc1. The result is 0 (no liver injury).